This data is from Catalyst prediction with 721,799 reactions and 888 catalyst types from USPTO. The task is: Predict which catalyst facilitates the given reaction. Reactant: [NH:1]1[CH2:5][CH2:4][CH2:3][C@H:2]1[C:6]([O:8][CH3:9])=[O:7].Cl.C(N(CC)CC)C.CS(O[CH2:23][C:24]1[CH:29]=[CH:28][C:27]([CH2:30][CH2:31][NH:32][C:33]([C:35]2[CH:40]=[CH:39][C:38]([C:41]3[CH:46]=[CH:45][C:44]([Cl:47])=[CH:43][CH:42]=3)=[CH:37][CH:36]=2)=[O:34])=[CH:26][CH:25]=1)(=O)=O. Product: [Cl:47][C:44]1[CH:45]=[CH:46][C:41]([C:38]2[CH:39]=[CH:40][C:35]([C:33]([NH:32][CH2:31][CH2:30][C:27]3[CH:26]=[CH:25][C:24]([CH2:23][N:1]4[CH2:5][CH2:4][CH2:3][C@H:2]4[C:6]([O:8][CH3:9])=[O:7])=[CH:29][CH:28]=3)=[O:34])=[CH:36][CH:37]=2)=[CH:42][CH:43]=1. The catalyst class is: 3.